From a dataset of Full USPTO retrosynthesis dataset with 1.9M reactions from patents (1976-2016). Predict the reactants needed to synthesize the given product. Given the product [CH3:1][N:2]([CH2:22][C:19]1[CH:20]=[CH:21][S:17][CH:18]=1)[CH2:3][CH2:4][CH2:5][NH:6][C:7]1[CH:16]=[CH:15][C:14]2[C:9](=[CH:10][CH:11]=[CH:12][CH:13]=2)[N:8]=1, predict the reactants needed to synthesize it. The reactants are: [CH3:1][NH:2][CH2:3][CH2:4][CH2:5][NH:6][C:7]1[CH:16]=[CH:15][C:14]2[C:9](=[CH:10][CH:11]=[CH:12][CH:13]=2)[N:8]=1.[S:17]1[CH:21]=[CH:20][C:19]([CH:22]=O)=[CH:18]1.